From a dataset of Forward reaction prediction with 1.9M reactions from USPTO patents (1976-2016). Predict the product of the given reaction. Given the reactants [CH2:1]([C:4]1[CH:9]=[CH:8][C:7](Br)=[CH:6][CH:5]=1)[CH2:2][CH3:3].C(=O)([O-])[O-].[K+].[K+].C1COCC1.[F:22][C:23]1[CH:24]=[C:25](B(O)O)[CH:26]=[C:27]([F:29])[CH:28]=1, predict the reaction product. The product is: [F:22][C:23]1[CH:24]=[C:25]([C:7]2[CH:8]=[CH:9][C:4]([CH2:1][CH2:2][CH3:3])=[CH:5][CH:6]=2)[CH:26]=[C:27]([F:29])[CH:28]=1.